Predict the reaction yield, written as a fraction of the theoretical maximum amount of product (1.0 means a 100% yield; for example, 0.34 means a 34% yield). From a dataset of Reaction yield outcomes from USPTO patents with 853,638 reactions. (1) The reactants are [CH3:1][O:2][C:3]1[CH:8]=[CH:7][C:6]([CH2:9][C:10]#[N:11])=[CH:5][CH:4]=1.[K+].[Br-:13].[N+]([O-])(O)=O. The catalyst is [Cl-].C([N+](CCCC)(CCCC)CCCC)CCC.ClC(Cl)C.ClCCl. The product is [Br:13][C:4]1[CH:5]=[C:6]([CH2:9][C:10]#[N:11])[CH:7]=[CH:8][C:3]=1[O:2][CH3:1]. The yield is 0.700. (2) The reactants are [CH2:1]([NH2:6])[CH2:2][CH:3]([CH3:5])[CH3:4].ClC1C=CC=CC=1C[N:11]1[C:15]([CH3:16])=[C:14]([CH3:17])[N:13]=[C:12]1[CH2:18]Cl.C(=O)([O-])[O-].[K+].[K+]. The catalyst is C(#N)C. The product is [CH3:16][C:15]1[N:11]=[C:12]([CH2:18][NH:6][CH2:1][CH2:2][CH:3]([CH3:5])[CH3:4])[NH:13][C:14]=1[CH3:17]. The yield is 0.460. (3) The reactants are [C:1](=[O:4])([O-])[O-].[K+].[K+].[Br:7][C:8]1[CH:14]=[CH:13][C:11](O)=[CH:10][C:9]=1[OH:15].[CH2:16](Br)[C:17]1[CH:22]=[CH:21][CH:20]=[CH:19][CH:18]=1. The catalyst is CC(C)=O. The product is [CH2:16]([O:15][C:9]1[CH:10]=[C:11]([O:4][CH2:1][C:8]2[CH:14]=[CH:13][CH:11]=[CH:10][CH:9]=2)[CH:13]=[CH:14][C:8]=1[Br:7])[C:17]1[CH:22]=[CH:21][CH:20]=[CH:19][CH:18]=1. The yield is 0.990. (4) The reactants are Br[C:2]1[CH:3]=[C:4]([CH:11]=[C:12]([N+:14]([O-:16])=[O:15])[CH:13]=1)[O:5][CH2:6][CH2:7][N:8]([CH3:10])[CH3:9].C(=O)([O-])[O-].[K+].[K+].[NH:23]1[CH:27]=[N:26][CH:25]=[N:24]1. The catalyst is CN1C(=O)CCC1.ClCCl.[Cu]I. The product is [CH3:9][N:8]([CH3:10])[CH2:7][CH2:6][O:5][C:4]1[CH:3]=[C:2]([N:23]2[CH:27]=[N:26][CH:25]=[N:24]2)[CH:13]=[C:12]([N+:14]([O-:16])=[O:15])[CH:11]=1. The yield is 0.568. (5) The reactants are O=P12OP3(OP(OP(O3)(O1)=O)(=O)O2)=O.[OH:15][CH:16]([C:33]1[CH:38]=[CH:37][CH:36]=[CH:35][C:34]=1[O:39][CH3:40])[CH2:17][O:18][C:19]1[CH:32]=[CH:31][C:22]([CH2:23][CH:24]2[S:28][C:27](=[O:29])[NH:26][C:25]2=[O:30])=[CH:21][CH:20]=1.CS(C)=O.C([O-])(O)=O.[Na+]. The catalyst is C(Cl)Cl. The product is [CH3:40][O:39][C:34]1[CH:35]=[CH:36][CH:37]=[CH:38][C:33]=1[C:16](=[O:15])[CH2:17][O:18][C:19]1[CH:32]=[CH:31][C:22]([CH2:23][CH:24]2[S:28][C:27](=[O:29])[NH:26][C:25]2=[O:30])=[CH:21][CH:20]=1. The yield is 0.880. (6) The reactants are S(=O)(=O)(O)O.[N+:6]([O-:9])(O)=[O:7].[S:10]1[CH:14]=[CH:13][CH:12]=[C:11]1[C:15]([OH:17])=[O:16]. No catalyst specified. The product is [N+:6]([C:13]1[CH:12]=[C:11]([C:15]([OH:17])=[O:16])[S:10][CH:14]=1)([O-:9])=[O:7]. The yield is 0.750. (7) The reactants are [O:1]1[CH2:5][CH2:4][O:3][CH:2]1[C:6]1[CH:7]=[C:8]([C:13]2[N:21]=[C:20]([CH3:22])[N:19]=[C:18]3[C:14]=2[N:15]=[CH:16][N:17]3[CH:23]2[CH2:28][CH2:27][CH2:26][CH2:25][O:24]2)[C:9](F)=[N:10][CH:11]=1.[NH2:29][C:30]1[CH:31]=[CH:32][C:33]([O:36][CH3:37])=[N:34][CH:35]=1.[Li+].C[Si]([N-][Si](C)(C)C)(C)C.O. The catalyst is O1CCCC1. The product is [O:1]1[CH2:5][CH2:4][O:3][CH:2]1[C:6]1[CH:7]=[C:8]([C:13]2[N:21]=[C:20]([CH3:22])[N:19]=[C:18]3[C:14]=2[N:15]=[CH:16][N:17]3[CH:23]2[CH2:28][CH2:27][CH2:26][CH2:25][O:24]2)[C:9]([NH:29][C:30]2[CH:35]=[N:34][C:33]([O:36][CH3:37])=[CH:32][CH:31]=2)=[N:10][CH:11]=1. The yield is 0.520. (8) The reactants are CN(C)C=O.F[C:7]1[CH:14]=[CH:13][C:10]([CH:11]=[O:12])=[CH:9][CH:8]=1.C(=O)([O-])[O-].[Na+].[Na+].[NH:21]1[CH2:26][CH2:25][CH:24]([OH:27])[CH2:23][CH2:22]1. The catalyst is ClCCl. The product is [OH:27][CH:24]1[CH2:25][CH2:26][N:21]([C:7]2[CH:14]=[CH:13][C:10]([CH:11]=[O:12])=[CH:9][CH:8]=2)[CH2:22][CH2:23]1. The yield is 0.520. (9) The reactants are [Cl:1][C:2]1[CH:11]=[CH:10][C:5]([C:6]([O:8]C)=[O:7])=[CH:4][C:3]=1[C:12]1[NH:16][C:15]([CH3:17])=[N:14][C:13]=1[CH3:18].[OH-].[Na+]. The catalyst is CO. The product is [Cl:1][C:2]1[CH:11]=[CH:10][C:5]([C:6]([OH:8])=[O:7])=[CH:4][C:3]=1[C:12]1[NH:16][C:15]([CH3:17])=[N:14][C:13]=1[CH3:18]. The yield is 0.940. (10) The catalyst is CCO.O.[Fe]. The reactants are [Br:1][C:2]1[CH:3]=[C:4]([N+:9]([O-])=O)[C:5]([Cl:8])=[N:6][CH:7]=1.[NH4+].[Cl-]. The product is [Br:1][C:2]1[CH:3]=[C:4]([NH2:9])[C:5]([Cl:8])=[N:6][CH:7]=1. The yield is 0.910.